From a dataset of Full USPTO retrosynthesis dataset with 1.9M reactions from patents (1976-2016). Predict the reactants needed to synthesize the given product. (1) Given the product [C:23]([C:26]1[CH:31]=[CH:30][C:29]([C:2]2[CH:7]=[C:6]([C:8]3[N:12]4[CH:13]=[CH:14][CH:15]=[CH:16][C:11]4=[N:10][C:9]=3[C:17]3[CH:22]=[CH:21][CH:20]=[CH:19][N:18]=3)[CH:5]=[CH:4][N:3]=2)=[CH:28][CH:27]=1)(=[O:25])[CH3:24], predict the reactants needed to synthesize it. The reactants are: Br[C:2]1[CH:7]=[C:6]([C:8]2[N:12]3[CH:13]=[CH:14][CH:15]=[CH:16][C:11]3=[N:10][C:9]=2[C:17]2[CH:22]=[CH:21][CH:20]=[CH:19][N:18]=2)[CH:5]=[CH:4][N:3]=1.[C:23]([C:26]1[CH:31]=[CH:30][C:29](B(O)O)=[CH:28][CH:27]=1)(=[O:25])[CH3:24]. (2) Given the product [C:1]([O:5][C:6]([N:8]1[CH2:9][CH2:10][CH:11]([CH2:14][O:15][C:16]2[CH:21]=[C:20]([C@H:22]([CH:27]3[CH2:28][CH2:29]3)[CH2:23][C:24]([OH:26])=[O:25])[CH:19]=[CH:18][N:17]=2)[CH2:12][CH2:13]1)=[O:7])([CH3:4])([CH3:2])[CH3:3], predict the reactants needed to synthesize it. The reactants are: [C:1]([O:5][C:6]([N:8]1[CH2:13][CH2:12][CH:11]([CH2:14][O:15][C:16]2[CH:21]=[C:20]([C@H:22]([CH:27]3[CH2:29][CH2:28]3)[CH2:23][C:24]([O-:26])=[O:25])[CH:19]=[CH:18][N:17]=2)[CH2:10][CH2:9]1)=[O:7])([CH3:4])([CH3:3])[CH3:2].CC1C=CC([C@H]([NH3+])C)=CC=1.Cl.C(OCC)(=O)C.C1COCC1.[Cl-].[Na+]. (3) Given the product [Cl:8][C:4]1[CH:5]=[N:6][CH:7]=[C:2]([C:13]2[CH:14]=[CH:15][C:10]([F:9])=[CH:11][CH:12]=2)[N:3]=1, predict the reactants needed to synthesize it. The reactants are: Cl[C:2]1[CH:7]=[N:6][CH:5]=[C:4]([Cl:8])[N:3]=1.[F:9][C:10]1[CH:15]=[CH:14][C:13](B(O)O)=[CH:12][CH:11]=1. (4) Given the product [Cl:1][C:2]1[CH:28]=[CH:27][CH:26]=[CH:25][C:3]=1[CH2:4][NH:5][C:6]1[N:7]=[CH:8][C:9]2[C:15]([N:16]3[CH2:17][CH2:18][CH:19]([C:22]([N:32]4[CH2:33][CH2:34][N:29]([CH2:35][CH2:36][OH:37])[CH2:30][CH2:31]4)=[O:24])[CH2:20][CH2:21]3)=[N:14][CH:13]=[CH:12][C:10]=2[N:11]=1, predict the reactants needed to synthesize it. The reactants are: [Cl:1][C:2]1[CH:28]=[CH:27][CH:26]=[CH:25][C:3]=1[CH2:4][NH:5][C:6]1[N:7]=[CH:8][C:9]2[C:15]([N:16]3[CH2:21][CH2:20][CH:19]([C:22]([OH:24])=O)[CH2:18][CH2:17]3)=[N:14][CH:13]=[CH:12][C:10]=2[N:11]=1.[N:29]1([CH2:35][CH2:36][OH:37])[CH2:34][CH2:33][NH:32][CH2:31][CH2:30]1.CN1CCOCC1.OC1C2N=NNC=2C=CC=1.CN(C)CCCN=C=NCC.Cl. (5) Given the product [CH3:16][N:15]([CH3:17])[C:12]1[CH:13]=[CH:14][C:9]([C:8]([NH:7][C:6]2[CH:19]=[CH:20][C:21]3[NH:22][C:31]([C:30]4[CH:33]=[CH:34][C:27]([N:26]([CH3:35])[CH3:25])=[CH:28][CH:29]=4)=[N:1][C:4]=3[CH:5]=2)=[O:18])=[CH:10][CH:11]=1, predict the reactants needed to synthesize it. The reactants are: [N+:1]([C:4]1[CH:5]=[C:6]([CH:19]=[CH:20][C:21]=1[N+:22]([O-])=O)[NH:7][C:8](=[O:18])[C:9]1[CH:14]=[CH:13][C:12]([N:15]([CH3:17])[CH3:16])=[CH:11][CH:10]=1)([O-])=O.[CH3:25][N:26]([CH3:35])[C:27]1[CH:34]=[CH:33][C:30]([CH:31]=O)=[CH:29][CH:28]=1. (6) Given the product [F:5][CH2:4][CH:3]([O:6][C:7]1[CH:8]=[C:9]([CH:19]=[C:20]([O:22][C:24]2[CH:25]=[CH:26][C:27]3[C:28](=[O:36])[N:29]([CH3:35])[CH2:30][CH2:31][O:32][C:33]=3[N:34]=2)[CH:21]=1)[C:10]([NH:12][C:13]1[CH:17]=[CH:16][N:15]([CH3:18])[N:14]=1)=[O:11])[CH2:2][F:1], predict the reactants needed to synthesize it. The reactants are: [F:1][CH2:2][CH:3]([O:6][C:7]1[CH:8]=[C:9]([CH:19]=[C:20]([OH:22])[CH:21]=1)[C:10]([NH:12][C:13]1[CH:17]=[CH:16][N:15]([CH3:18])[N:14]=1)=[O:11])[CH2:4][F:5].Cl[C:24]1[CH:25]=[CH:26][C:27]2[C:28](=[O:36])[N:29]([CH3:35])[CH2:30][CH2:31][O:32][C:33]=2[N:34]=1.C(=O)([O-])[O-].[K+].[K+]. (7) Given the product [CH2:13]([O:12][C@H:10]1[CH2:11][C@H:8]([NH2:7])[CH2:9]1)[C:14]1[CH:19]=[CH:18][CH:17]=[CH:16][CH:15]=1, predict the reactants needed to synthesize it. The reactants are: C(OC(=O)[NH:7][C@H:8]1[CH2:11][C@H:10]([O:12][CH2:13][C:14]2[CH:19]=[CH:18][CH:17]=[CH:16][CH:15]=2)[CH2:9]1)(C)(C)C.C(O)(C(F)(F)F)=O.